This data is from Reaction yield outcomes from USPTO patents with 853,638 reactions. The task is: Predict the reaction yield, written as a fraction of the theoretical maximum amount of product (1.0 means a 100% yield; for example, 0.34 means a 34% yield). (1) The reactants are [Cl:1][C:2]1[CH:7]=[CH:6][C:5]([C:8](=[O:22])[CH2:9][CH2:10][C:11]([C:13]2[CH:18]=[CH:17][C:16]([N+:19]([O-:21])=[O:20])=[CH:15][CH:14]=2)=[O:12])=[CH:4][C:3]=1[N+:23]([O-:25])=[O:24].[BH4-].[Na+]. The catalyst is CCO. The product is [Cl:1][C:2]1[CH:7]=[CH:6][C:5]([CH:8]([OH:22])[CH2:9][CH2:10][CH:11]([C:13]2[CH:14]=[CH:15][C:16]([N+:19]([O-:21])=[O:20])=[CH:17][CH:18]=2)[OH:12])=[CH:4][C:3]=1[N+:23]([O-:25])=[O:24]. The yield is 0.920. (2) The reactants are [C:1]([N:9]1[CH2:22][CH2:21][C:20]2[C:19]3[C:18](Br)=[CH:17][CH:16]=[CH:15][C:14]=3[NH:13][C:12]=2[CH2:11][CH2:10]1)(=[O:8])[C:2]1[CH:7]=[CH:6][CH:5]=[CH:4][CH:3]=1.C(=O)([O-])[O-].[K+].[K+].[C:30]1(B(O)O)[CH:35]=[CH:34][CH:33]=[CH:32][CH:31]=1.CCOC(C)=O.CCCCCCC. The catalyst is O1CCCC1.C1C=CC([P]([Pd]([P](C2C=CC=CC=2)(C2C=CC=CC=2)C2C=CC=CC=2)([P](C2C=CC=CC=2)(C2C=CC=CC=2)C2C=CC=CC=2)[P](C2C=CC=CC=2)(C2C=CC=CC=2)C2C=CC=CC=2)(C2C=CC=CC=2)C2C=CC=CC=2)=CC=1. The product is [C:1]([N:9]1[CH2:22][CH2:21][C:20]2[C:19]3[C:18]([C:30]4[CH:35]=[CH:34][CH:33]=[CH:32][CH:31]=4)=[CH:17][CH:16]=[CH:15][C:14]=3[NH:13][C:12]=2[CH2:11][CH2:10]1)(=[O:8])[C:2]1[CH:7]=[CH:6][CH:5]=[CH:4][CH:3]=1. The yield is 0.950. (3) The reactants are Br[C:2]1[CH:10]=[CH:9][CH:8]=[C:7]2[C:3]=1[CH:4]=[CH:5][N:6]2[Si:11]([CH:18]([CH3:20])[CH3:19])([CH:15]([CH3:17])[CH3:16])[CH:12]([CH3:14])[CH3:13].C([Li])(C)(C)C.[CH3:26][CH:27]1[N:32]([CH2:33][CH2:34][CH3:35])[CH2:31][C:30](=[O:36])[O:29][CH2:28]1. The catalyst is C1COCC1. The product is [CH3:26][C@@H:27]1[N:32]([CH2:33][CH2:34][CH3:35])[CH2:31][C:30]([C:2]2[CH:10]=[CH:9][CH:8]=[C:7]3[C:3]=2[CH:4]=[CH:5][N:6]3[Si:11]([CH:18]([CH3:20])[CH3:19])([CH:15]([CH3:17])[CH3:16])[CH:12]([CH3:14])[CH3:13])([OH:36])[O:29][CH2:28]1. The yield is 0.590. (4) The reactants are [Br:1][C:2]1[CH:3]=[C:4]([CH:9]([C:11]2([C:17]3[CH:22]=[CH:21][C:20]([O:23][CH3:24])=[CH:19][CH:18]=3)SCCCS2)[OH:10])[CH:5]=[CH:6][C:7]=1[F:8].BrN1C(=[O:31])CCC1=O.S([O-])([O-])=O.[Na+].[Na+]. The catalyst is C(OCC)(=O)C.C(=O)([O-])O.[Na+]. The product is [Br:1][C:2]1[CH:3]=[C:4]([C:9](=[O:10])[C:11]([C:17]2[CH:22]=[CH:21][C:20]([O:23][CH3:24])=[CH:19][CH:18]=2)=[O:31])[CH:5]=[CH:6][C:7]=1[F:8]. The yield is 0.860.